From a dataset of Full USPTO retrosynthesis dataset with 1.9M reactions from patents (1976-2016). Predict the reactants needed to synthesize the given product. (1) Given the product [NH2:1][C:4]1[CH:5]=[C:6]([C:10]2([C:14]#[N:15])[CH2:13][CH2:12][CH2:11]2)[CH:7]=[CH:8][CH:9]=1, predict the reactants needed to synthesize it. The reactants are: [N+:1]([C:4]1[CH:5]=[C:6]([C:10]2([C:14]#[N:15])[CH2:13][CH2:12][CH2:11]2)[CH:7]=[CH:8][CH:9]=1)([O-])=O.O.O.[Sn](Cl)Cl. (2) Given the product [CH3:4][O:5][C:6]([C:8]1[CH:12]=[C:11]([C:13]2[CH:18]=[CH:17][CH:16]=[CH:15][N:14]=2)[N:10]([C:19]2[N:20]=[N:21][C:22]([O:2][CH3:1])=[CH:23][CH:24]=2)[N:9]=1)=[O:7], predict the reactants needed to synthesize it. The reactants are: [CH3:1][O-:2].[Na+].[CH3:4][O:5][C:6]([C:8]1[CH:12]=[C:11]([C:13]2[CH:18]=[CH:17][CH:16]=[CH:15][N:14]=2)[N:10]([C:19]2[N:20]=[N:21][C:22](Cl)=[CH:23][CH:24]=2)[N:9]=1)=[O:7].Cl. (3) Given the product [C:17]([O:21][C:22]([N:24]1[CH2:29][CH2:28][C:27](=[CH:4][C:3]2[CH:11]=[CH:12][CH:13]=[CH:14][C:2]=2[Br:1])[CH2:26][CH2:25]1)=[O:23])([CH3:20])([CH3:18])[CH3:19], predict the reactants needed to synthesize it. The reactants are: [Br:1][C:2]1[CH:14]=[CH:13][CH:12]=[CH:11][C:3]=1[CH2:4]P(=O)(OC)OC.[H-].[Na+].[C:17]([O:21][C:22]([N:24]1[CH2:29][CH2:28][C:27](=O)[CH2:26][CH2:25]1)=[O:23])([CH3:20])([CH3:19])[CH3:18].